This data is from Full USPTO retrosynthesis dataset with 1.9M reactions from patents (1976-2016). The task is: Predict the reactants needed to synthesize the given product. (1) Given the product [NH2:1][C:2]1[CH:15]=[C:14]([Cl:16])[C:13]([NH2:17])=[CH:12][C:3]=1[CH2:4][NH:5][C:6](=[O:11])[C:7]([CH3:10])([CH3:9])[CH3:8], predict the reactants needed to synthesize it. The reactants are: [NH2:1][C:2]1[CH:15]=[C:14]([Cl:16])[C:13]([N+:17]([O-])=O)=[CH:12][C:3]=1[CH2:4][NH:5][C:6](=[O:11])[C:7]([CH3:10])([CH3:9])[CH3:8].O.NN. (2) Given the product [CH3:11][C:12]1([CH3:22])[C:16]2[C:17]([O:21][C:2]3[CH:7]=[CH:6][C:5]([N+:8]([O-:10])=[O:9])=[CH:4][N:3]=3)=[CH:18][CH:19]=[CH:20][C:15]=2[O:14][CH2:13]1, predict the reactants needed to synthesize it. The reactants are: Cl[C:2]1[CH:7]=[CH:6][C:5]([N+:8]([O-:10])=[O:9])=[CH:4][N:3]=1.[CH3:11][C:12]1([CH3:22])[C:16]2=[C:17]([OH:21])[CH:18]=[CH:19][CH:20]=[C:15]2[O:14][CH2:13]1.C(=O)([O-])[O-].[K+].[K+]. (3) Given the product [CH3:9][O:10][C:11]1[CH:12]=[C:13](/[C:14](=[CH:7]/[C:4]2[CH:3]=[CH:2][N:1]=[CH:6][CH:5]=2)/[C:15]#[N:16])[CH:17]=[CH:18][C:19]=1[O:20][CH3:21], predict the reactants needed to synthesize it. The reactants are: [N:1]1[CH:6]=[CH:5][C:4]([CH:7]=O)=[CH:3][CH:2]=1.[CH3:9][O:10][C:11]1[CH:12]=[C:13]([CH:17]=[CH:18][C:19]=1[O:20][CH3:21])[CH2:14][C:15]#[N:16]. (4) Given the product [C:1]([O:5][C:6]([CH:7]1[NH:8][CH:9]([CH2:10][C:11]([CH3:14])([CH3:13])[CH3:12])[C:21]2([C:20]3[C:24](=[CH:25][C:17]([Cl:16])=[CH:18][C:19]=3[F:36])[NH:23][C:22]2=[O:26])[CH:27]1[C:28]1[CH:33]=[CH:32][CH:31]=[C:30]([Cl:34])[C:29]=1[F:35])=[O:15])([CH3:4])([CH3:3])[CH3:2], predict the reactants needed to synthesize it. The reactants are: [C:1]([O:5][C:6](=[O:15])[CH2:7]/[N:8]=[CH:9]/[CH2:10][C:11]([CH3:14])([CH3:13])[CH3:12])([CH3:4])([CH3:3])[CH3:2].[Cl:16][C:17]1[CH:25]=[C:24]2[C:20](/[C:21](=[CH:27]/[C:28]3[CH:33]=[CH:32][CH:31]=[C:30]([Cl:34])[C:29]=3[F:35])/[C:22](=[O:26])[NH:23]2)=[C:19]([F:36])[CH:18]=1.C(N(CC)CC)C.C1CCN2C(=NCCC2)CC1. (5) Given the product [Br:1][C:2]1[CH:7]=[CH:6][C:5]([CH:8]=[CH2:9])=[C:4]([O:11][CH2:12][CH2:13][CH2:14][O:15][CH3:16])[CH:3]=1, predict the reactants needed to synthesize it. The reactants are: [Br:1][C:2]1[CH:7]=[CH:6][C:5]([CH:8](O)[CH3:9])=[C:4]([O:11][CH2:12][CH2:13][CH2:14][O:15][CH3:16])[CH:3]=1.S([O-])(O)(=O)=O.[K+]. (6) Given the product [CH3:36][S:37]([O:23][CH2:22][CH2:21][C:18]1[CH:17]=[CH:16][C:15]([C:12]2[CH:13]=[CH:14][C:9]([S:6]([CH2:5][CH2:4][CH2:3][O:2][CH3:1])(=[O:7])=[O:8])=[CH:10][CH:11]=2)=[CH:20][CH:19]=1)(=[O:39])=[O:38], predict the reactants needed to synthesize it. The reactants are: [CH3:1][O:2][CH2:3][CH2:4][CH2:5][S:6]([C:9]1[CH:14]=[CH:13][C:12]([C:15]2[CH:20]=[CH:19][C:18]([CH2:21][CH2:22][OH:23])=[CH:17][CH:16]=2)=[CH:11][CH:10]=1)(=[O:8])=[O:7].C(#N)C.C(N(CC)C(C)C)(C)C.[CH3:36][S:37](Cl)(=[O:39])=[O:38].